This data is from Forward reaction prediction with 1.9M reactions from USPTO patents (1976-2016). The task is: Predict the product of the given reaction. (1) Given the reactants [Cl:1][C:2]1[CH:3]=[C:4]([CH:39]=[CH:40][C:41]=1[Cl:42])[CH2:5][O:6][C:7]1[CH:8]=[C:9]([C@H:13]2[CH2:38][O:37][C:16]3=[CH:17][C:18]4[CH2:19][C@@H:20]([C:34](O)=[O:35])[N:21]([C@H:25]([C:28]5[CH:33]=[CH:32][CH:31]=[CH:30][CH:29]=5)[CH2:26][CH3:27])[CH2:22][C:23]=4[CH:24]=[C:15]3[O:14]2)[CH:10]=[CH:11][CH:12]=1.CCN=C=NCCCN(C)C.C1C=CC2N(O)N=NC=2C=1.Cl.Cl.C[O:67][C:68](=[O:86])[C@@H:69]([NH2:85])[CH2:70][C:71]1[CH:76]=[CH:75][C:74]([C:77]2[CH:82]=[CH:81][N:80]=[C:79]([CH3:83])[C:78]=2[CH3:84])=[CH:73][CH:72]=1.CCN(C(C)C)C(C)C, predict the reaction product. The product is: [Cl:1][C:2]1[CH:3]=[C:4]([CH:39]=[CH:40][C:41]=1[Cl:42])[CH2:5][O:6][C:7]1[CH:8]=[C:9]([C@H:13]2[CH2:38][O:37][C:16]3=[CH:17][C:18]4[CH2:19][C@@H:20]([C:34]([NH:85][C@@H:69]([CH2:70][C:71]5[CH:76]=[CH:75][C:74]([C:77]6[CH:82]=[CH:81][N:80]=[C:79]([CH3:83])[C:78]=6[CH3:84])=[CH:73][CH:72]=5)[C:68]([OH:67])=[O:86])=[O:35])[N:21]([C@H:25]([C:28]5[CH:33]=[CH:32][CH:31]=[CH:30][CH:29]=5)[CH2:26][CH3:27])[CH2:22][C:23]=4[CH:24]=[C:15]3[O:14]2)[CH:10]=[CH:11][CH:12]=1. (2) The product is: [I:11][C:9]1[CH:10]=[C:2]2[C:3]([C:4](=[O:5])[NH:6][C:12]([C:13]([O:15][CH2:16][CH3:17])=[O:14])=[N:1]2)=[CH:7][CH:8]=1. Given the reactants [NH2:1][C:2]1[CH:10]=[C:9]([I:11])[CH:8]=[CH:7][C:3]=1[C:4]([NH2:6])=[O:5].[C:12](OCC)(=O)[C:13]([O:15][CH2:16][CH3:17])=[O:14], predict the reaction product. (3) Given the reactants [Br:1][C:2]1[CH:3]=[CH:4][CH2:5][CH:6]2[C:11]=1[N:10]1[CH2:12][CH2:13][CH2:14][CH:9]1[CH2:8][N:7]2[CH2:15][CH2:16][NH2:17].C=O.[C:20](O)(C(F)(F)F)=O, predict the reaction product. The product is: [Br:1][C:2]1[C:11]2[N:10]3[CH2:12][CH2:13][CH2:14][CH:9]3[CH2:8][N:7]3[CH2:15][CH2:16][NH:17][CH2:20][C:5]([C:6]=23)=[CH:4][CH:3]=1. (4) Given the reactants [F:1][C:2]1[C:11]2[C:6](=[CH:7][CH:8]=[CH:9][C:10]=2[F:12])[CH:5]=[CH:4][CH:3]=1.[C:13](Cl)(=[O:17])[CH2:14][CH2:15][CH3:16].[Cl-].[Cl-].[Cl-].[Al+3], predict the reaction product. The product is: [F:1][C:2]1[C:11]2[C:6](=[CH:7][CH:8]=[CH:9][C:10]=2[F:12])[C:5]([C:13](=[O:17])[CH2:14][CH2:15][CH3:16])=[CH:4][CH:3]=1.